The task is: Regression. Given two drug SMILES strings and cell line genomic features, predict the synergy score measuring deviation from expected non-interaction effect.. This data is from NCI-60 drug combinations with 297,098 pairs across 59 cell lines. (1) Drug 1: C1CCC(CC1)NC(=O)N(CCCl)N=O. Drug 2: CCC(=C(C1=CC=CC=C1)C2=CC=C(C=C2)OCCN(C)C)C3=CC=CC=C3.C(C(=O)O)C(CC(=O)O)(C(=O)O)O. Cell line: MDA-MB-231. Synergy scores: CSS=16.3, Synergy_ZIP=-4.87, Synergy_Bliss=0.908, Synergy_Loewe=-1.48, Synergy_HSA=0.685. (2) Drug 1: CS(=O)(=O)C1=CC(=C(C=C1)C(=O)NC2=CC(=C(C=C2)Cl)C3=CC=CC=N3)Cl. Drug 2: CC1C(C(CC(O1)OC2CC(CC3=C2C(=C4C(=C3O)C(=O)C5=CC=CC=C5C4=O)O)(C(=O)C)O)N)O. Cell line: UO-31. Synergy scores: CSS=56.2, Synergy_ZIP=-0.319, Synergy_Bliss=0.238, Synergy_Loewe=2.47, Synergy_HSA=3.22.